Dataset: Full USPTO retrosynthesis dataset with 1.9M reactions from patents (1976-2016). Task: Predict the reactants needed to synthesize the given product. (1) Given the product [Cl:23][C:24]1[N:29]=[C:28]([NH:1][CH2:2][C:3]2[CH:4]=[CH:5][C:6]([O:11][C:12]3[CH:17]=[CH:16][C:15]([Cl:18])=[C:14]([C:19]([F:22])([F:20])[F:21])[CH:13]=3)=[C:7]([CH:10]=2)[C:8]#[N:9])[CH:27]=[CH:26][N:25]=1, predict the reactants needed to synthesize it. The reactants are: [NH2:1][CH2:2][C:3]1[CH:4]=[CH:5][C:6]([O:11][C:12]2[CH:17]=[CH:16][C:15]([Cl:18])=[C:14]([C:19]([F:22])([F:21])[F:20])[CH:13]=2)=[C:7]([CH:10]=1)[C:8]#[N:9].[Cl:23][C:24]1[N:29]=[C:28](Cl)[CH:27]=[CH:26][N:25]=1. (2) Given the product [Cl:15][C:16]1[CH:17]=[C:18]2[C:23](=[CH:24][CH:25]=1)[CH:22]=[C:21]([S:26]([N:29]1[CH2:34][CH2:33][N:32]([C:11]([C:9]3[S:8][C:5]4[CH2:6][NH:7][CH:2]([CH3:1])[CH2:3][C:4]=4[N:10]=3)=[O:13])[CH:31]([CH2:35][C:36]([O:38][CH3:39])=[O:37])[CH2:30]1)(=[O:27])=[O:28])[CH:20]=[CH:19]2, predict the reactants needed to synthesize it. The reactants are: [CH3:1][CH:2]1[NH:7][CH2:6][C:5]2[S:8][C:9]([C:11]([O-:13])=O)=[N:10][C:4]=2[CH2:3]1.[Li+].[Cl:15][C:16]1[CH:17]=[C:18]2[C:23](=[CH:24][CH:25]=1)[CH:22]=[C:21]([S:26]([N:29]1[CH2:34][CH2:33][NH:32][CH:31]([CH2:35][C:36]([O:38][CH3:39])=[O:37])[CH2:30]1)(=[O:28])=[O:27])[CH:20]=[CH:19]2. (3) Given the product [C:44]1([S:50][CH2:51][CH2:52][N:31]2[C:32]3[CH:41]=[CH:40][CH:39]=[C:38]4[CH:37]=[CH:36][CH:35]=[C:34]([C:33]=34)[S:30]2(=[O:42])=[O:43])[CH:49]=[CH:48][CH:47]=[CH:46][CH:45]=1, predict the reactants needed to synthesize it. The reactants are: N(C(OC(C)(C)C)=O)=NC(OC(C)(C)C)=O.C1(PC2C=CC=CC=2)C=CC=CC=1.[S:30]1(=[O:43])(=[O:42])[C:34]2=[CH:35][CH:36]=[CH:37][C:38]3=[CH:39][CH:40]=[CH:41][C:32](=[C:33]23)[NH:31]1.[C:44]1([S:50][CH2:51][CH2:52]O)[CH:49]=[CH:48][CH:47]=[CH:46][CH:45]=1. (4) The reactants are: C(OC([N:8]1[CH2:13][CH:12]=[C:11](OS(C(F)(F)F)(=O)=O)[CH2:10][CH2:9]1)=O)(C)(C)C.[Cl:22][C:23]1[CH:24]=[C:25](OB(O)O)[CH:26]=[CH:27][C:28]=1[F:29].[Cl-].[Li+].C(=O)([O-])[O-].[Na+].[Na+].C(=O)([O-])O.[Na+]. Given the product [Cl:22][C:23]1[CH:24]=[C:25]([C:11]2[CH2:10][CH2:9][NH:8][CH2:13][CH:12]=2)[CH:26]=[CH:27][C:28]=1[F:29], predict the reactants needed to synthesize it. (5) Given the product [ClH:59].[CH3:80][N:77]1[CH2:78][CH2:79][C:74](=[C:66]2[C:65]3[CH:81]=[C:61]([CH:22]([CH3:23])[C:21]([OH:25])=[O:24])[CH:62]=[CH:63][C:64]=3[O:73][CH2:72][C:71]3[CH:70]=[CH:69][S:68][C:67]2=3)[CH2:75][CH2:76]1, predict the reactants needed to synthesize it. The reactants are: C[Si](C)(C)N[Si](C)(C)C.C([Li])CCC.CCCCCC.[C:21]([O:25]C(C)(C)C)(=[O:24])[CH2:22][CH3:23].CC(C1C=CC=C(C(C)C)C=1N1C=[N+](C2C(C(C)C)=CC=CC=2C(C)C)CC1)C.[Cl-:59].Br[C:61]1[CH:62]=[CH:63][C:64]2[O:73][CH2:72][C:71]3[CH:70]=[CH:69][S:68][C:67]=3[C:66](=[C:74]3[CH2:79][CH2:78][N:77]([CH3:80])[CH2:76][CH2:75]3)[C:65]=2[CH:81]=1.Cl.O1CCOCC1. (6) The reactants are: [Cl:1][C:2]1[CH:7]=[CH:6][CH:5]=[C:4]([F:8])[C:3]=1[C:9]1[S:10][C:11]2[C:12](=O)[NH:13][CH:14]=[CH:15][C:16]=2[N:17]=1.P(Br)(Br)([Br:21])=O. Given the product [Br:21][C:12]1[C:11]2[S:10][C:9]([C:3]3[C:4]([F:8])=[CH:5][CH:6]=[CH:7][C:2]=3[Cl:1])=[N:17][C:16]=2[CH:15]=[CH:14][N:13]=1, predict the reactants needed to synthesize it.